This data is from Reaction yield outcomes from USPTO patents with 853,638 reactions. The task is: Predict the reaction yield, written as a fraction of the theoretical maximum amount of product (1.0 means a 100% yield; for example, 0.34 means a 34% yield). (1) The reactants are [Si:1]([O:8][CH2:9][C@H:10]1[O:14][C@@H:13]([N:15]2[CH:22]=[C:21]([I:23])[C:19]([NH2:20])=[N:18][C:16]2=[O:17])[CH2:12][C@@H:11]1[OH:24])([C:4]([CH3:7])([CH3:6])[CH3:5])([CH3:3])[CH3:2].[H-].[Na+].[CH2:27](Br)[CH:28]=[CH2:29].C([O-])(O)=O.[Na+]. The catalyst is C1COCC1. The product is [CH2:29]([O:24][C@@H:11]1[C@@H:10]([CH2:9][O:8][Si:1]([C:4]([CH3:7])([CH3:5])[CH3:6])([CH3:2])[CH3:3])[O:14][C@@H:13]([N:15]2[CH:22]=[C:21]([I:23])[C:19]([NH2:20])=[N:18][C:16]2=[O:17])[CH2:12]1)[CH:28]=[CH2:27]. The yield is 0.470. (2) The reactants are Br[C:2]1[CH:3]=[C:4]2[C:9](=[CH:10][C:11]=1[F:12])[O:8][CH2:7][CH2:6][CH:5]2[C:13]([O:15][CH3:16])=[O:14].[CH3:17][N:18]1CCCC1=O. No catalyst specified. The product is [C:17]([C:2]1[CH:3]=[C:4]2[C:9](=[CH:10][C:11]=1[F:12])[O:8][CH2:7][CH2:6][CH:5]2[C:13]([O:15][CH3:16])=[O:14])#[N:18]. The yield is 0.770. (3) The reactants are [C:1]1(=[O:7])[NH:6][CH2:5][CH2:4][CH2:3]C1.P(Cl)(Cl)(Cl)(Cl)Cl.O.[CH:15]([Cl:18])(Cl)[Cl:16]. No catalyst specified. The product is [Cl:16][C:15]1([Cl:18])[CH2:3][CH2:4][CH2:5][NH:6][C:1]1=[O:7]. The yield is 0.850. (4) The yield is 1.00. The product is [CH:29]12[O:31][CH:26]([CH2:27][CH2:28]1)[CH2:25][N:24]([C:12]1[CH:13]=[C:14]([N:16]3[CH2:22][CH:21]4[O:23][CH:18]([CH2:19][CH2:20]4)[CH2:17]3)[N:15]=[C:10]([C:7]3[CH:6]=[CH:5][C:4]([NH2:1])=[CH:9][CH:8]=3)[N:11]=1)[CH2:30]2. The reactants are [N+:1]([C:4]1[CH:9]=[CH:8][C:7]([C:10]2[N:15]=[C:14]([N:16]3[CH2:22][CH:21]4[O:23][CH:18]([CH2:19][CH2:20]4)[CH2:17]3)[CH:13]=[C:12]([N:24]3[CH2:30][CH:29]4[O:31][CH:26]([CH2:27][CH2:28]4)[CH2:25]3)[N:11]=2)=[CH:6][CH:5]=1)([O-])=O.C(NC1C=CC=CC=1)C. The catalyst is C(O)C.[Pd]. (5) The reactants are [F:1][C:2]1[CH:7]=[CH:6][CH:5]=[CH:4][C:3]=1[C:8]1[NH:12][CH:11]=[C:10]([CH:13]=[O:14])[CH:9]=1.[Cl:15]N1C(=O)CCC1=O.O. The catalyst is CN(C)C=O. The product is [Cl:15][C:9]1[C:10]([CH:13]=[O:14])=[CH:11][NH:12][C:8]=1[C:3]1[CH:4]=[CH:5][CH:6]=[CH:7][C:2]=1[F:1]. The yield is 0.460. (6) The reactants are O.[OH-].[Li+].C[O:5][C:6](=[O:38])[CH2:7][C:8]1[C:17]([CH3:18])=[C:16]([C:19]2[CH:24]=[CH:23][C:22]([S:25](=[O:36])(=[O:35])[NH:26][C:27]3[CH:32]=[CH:31][CH:30]=[C:29]([Cl:33])[C:28]=3[CH3:34])=[CH:21][CH:20]=2)[C:15]2[C:10](=[CH:11][CH:12]=[C:13]([F:37])[CH:14]=2)[CH:9]=1.C1COCC1.O. The catalyst is CCCCCC. The product is [Cl:33][C:29]1[C:28]([CH3:34])=[C:27]([NH:26][S:25]([C:22]2[CH:21]=[CH:20][C:19]([C:16]3[C:15]4[C:10](=[CH:11][CH:12]=[C:13]([F:37])[CH:14]=4)[CH:9]=[C:8]([CH2:7][C:6]([OH:38])=[O:5])[C:17]=3[CH3:18])=[CH:24][CH:23]=2)(=[O:36])=[O:35])[CH:32]=[CH:31][CH:30]=1. The yield is 0.800.